Regression. Given a peptide amino acid sequence and an MHC pseudo amino acid sequence, predict their binding affinity value. This is MHC class I binding data. From a dataset of Peptide-MHC class I binding affinity with 185,985 pairs from IEDB/IMGT. (1) The peptide sequence is YRFRFRSVY. The MHC is HLA-B18:01 with pseudo-sequence HLA-B18:01. The binding affinity (normalized) is 0.486. (2) The peptide sequence is REIGFIVPGL. The MHC is HLA-B44:03 with pseudo-sequence HLA-B44:03. The binding affinity (normalized) is 0.865. (3) The peptide sequence is AISAVYFKA. The MHC is HLA-A02:01 with pseudo-sequence HLA-A02:01. The binding affinity (normalized) is 0.657. (4) The peptide sequence is PAPQGSRSL. The MHC is Mamu-A01 with pseudo-sequence Mamu-A01. The binding affinity (normalized) is 0.267. (5) The peptide sequence is SADPLASLL. The MHC is HLA-B44:02 with pseudo-sequence HLA-B44:02. The binding affinity (normalized) is 0.0847. (6) The peptide sequence is FRLMRTNFL. The MHC is HLA-A80:01 with pseudo-sequence HLA-A80:01. The binding affinity (normalized) is 0.0847. (7) The peptide sequence is IQCAGSEEK. The MHC is HLA-A31:01 with pseudo-sequence HLA-A31:01. The binding affinity (normalized) is 0.0847. (8) The peptide sequence is NGNFNFERV. The MHC is HLA-A11:01 with pseudo-sequence HLA-A11:01. The binding affinity (normalized) is 0.213.